Dataset: Forward reaction prediction with 1.9M reactions from USPTO patents (1976-2016). Task: Predict the product of the given reaction. (1) Given the reactants Cl[C:2]1[N:7]=[C:6]([NH:8][C@@H:9]2[C:17]3[C:12](=[CH:13][CH:14]=[CH:15][CH:16]=3)[CH2:11][C@@H:10]2[OH:18])[C:5]([Cl:19])=[CH:4][N:3]=1.[CH2:20]([N:22]1[CH2:28][CH2:27][C:26]2[CH:29]=[C:30]([NH2:33])[CH:31]=[CH:32][C:25]=2[CH2:24][CH2:23]1)[CH3:21].Cl.O1CCOCC1, predict the reaction product. The product is: [Cl:19][C:5]1[C:6]([NH:8][C@@H:9]2[C:17]3[C:12](=[CH:13][CH:14]=[CH:15][CH:16]=3)[CH2:11][C@@H:10]2[OH:18])=[N:7][C:2]([NH:33][C:30]2[CH:31]=[CH:32][C:25]3[CH2:24][CH2:23][N:22]([CH2:20][CH3:21])[CH2:28][CH2:27][C:26]=3[CH:29]=2)=[N:3][CH:4]=1. (2) Given the reactants [CH3:1][S:2]([N:5]1[C:9]2=[CH:10][CH:11]=[C:12]3[C:17]([N:16]=[C:15]([C:18]4[CH:24]=[CH:23][C:21]([NH2:22])=[CH:20][CH:19]=4)[N:14]=[C:13]3[N:25]3[CH2:30][CH2:29][O:28][CH2:27][CH2:26]3)=[C:8]2[CH:7]=[CH:6]1)(=[O:4])=[O:3].Cl[C:32]([O:34][CH2:35][CH3:36])=[O:33], predict the reaction product. The product is: [CH3:1][S:2]([N:5]1[C:9]2=[CH:10][CH:11]=[C:12]3[C:17]([N:16]=[C:15]([C:18]4[CH:19]=[CH:20][C:21]([NH:22][C:32](=[O:33])[O:34][CH2:35][CH3:36])=[CH:23][CH:24]=4)[N:14]=[C:13]3[N:25]3[CH2:30][CH2:29][O:28][CH2:27][CH2:26]3)=[C:8]2[CH:7]=[CH:6]1)(=[O:4])=[O:3].